Predict the product of the given reaction. From a dataset of Forward reaction prediction with 1.9M reactions from USPTO patents (1976-2016). (1) The product is: [NH:14]([C:12]1[CH2:13][C:7]([C:5]([N:4]([CH2:39][CH2:40][CH3:41])[CH2:1][CH2:2][CH3:3])=[O:6])=[CH:8][C:9]2[CH:25]=[CH:24][C:23]([C:26]3[CH:27]=[CH:28][C:29]([C:32]([N:34]4[CH2:38][CH2:37][CH2:36][CH2:35]4)=[O:33])=[CH:30][CH:31]=3)=[CH:22][C:10]=2[N:11]=1)[NH2:42]. Given the reactants [CH2:1]([N:4]([CH2:39][CH2:40][CH3:41])[C:5]([C:7]1=[CH:8][C:9]2[CH:25]=[CH:24][C:23]([C:26]3[CH:31]=[CH:30][C:29]([C:32]([N:34]4[CH2:38][CH2:37][CH2:36][CH2:35]4)=[O:33])=[CH:28][CH:27]=3)=[CH:22][C:10]=2[N:11]=[C:12]([NH:14]C(=O)OC(C)(C)C)[CH2:13]1)=[O:6])[CH2:2][CH3:3].[NH2:42]N, predict the reaction product. (2) Given the reactants [CH2:1]([O:3][C:4]([C:6]1[N:7]([CH3:13])[C:8](Br)=[N:9][C:10]=1[CH3:11])=[O:5])[CH3:2].[C:14]([C:16]1[CH:21]=[CH:20][CH:19]=[CH:18][C:17]=1[F:22])#[CH:15], predict the reaction product. The product is: [CH2:1]([O:3][C:4]([C:6]1[N:7]([CH3:13])[C:8]([C:15]#[C:14][C:16]2[CH:21]=[CH:20][CH:19]=[CH:18][C:17]=2[F:22])=[N:9][C:10]=1[CH3:11])=[O:5])[CH3:2]. (3) The product is: [CH:1]1([CH2:7][CH2:8][CH2:9][CH2:10][O:11][C:12](=[O:30])[NH:13][C@@H:14]2[C:17](=[O:18])[NH:16][C:15]2([CH3:28])[CH3:29])[CH2:2][CH2:3][CH2:4][CH2:5][CH2:6]1. Given the reactants [CH:1]1([CH2:7][CH2:8][CH2:9][CH2:10][O:11][C:12](=[O:30])[NH:13][C@@H:14]2[C:17](=[O:18])[N:16](C([Si](C)(C)C)[Si](C)(C)C)[C:15]2([CH3:29])[CH3:28])[CH2:6][CH2:5][CH2:4][CH2:3][CH2:2]1.O=[N+]([O-])[O-].[O-][N+](=O)[O-].[O-][N+](=O)[O-].[O-][N+](=O)[O-].[O-][N+](=O)[O-].[O-][N+](=O)[O-].[Ce+4].[NH4+].[NH4+].CC(C)=O.C([O-])(O)=O.[Na+], predict the reaction product. (4) The product is: [F:30][C:27]([F:28])([F:29])[C:26]([N:25]([CH2:24][C:11]1([CH2:10][O:9][CH3:8])[CH2:16][CH2:15][NH:14][CH2:13][CH2:12]1)[C@@H:32]1[CH2:34][C@H:33]1[C:35]1[CH:40]=[CH:39][CH:38]=[CH:37][CH:36]=1)=[O:31]. Given the reactants Cl.O1CCOCC1.[CH3:8][O:9][CH2:10][C:11]1([CH2:24][N:25]([C@@H:32]2[CH2:34][C@H:33]2[C:35]2[CH:40]=[CH:39][CH:38]=[CH:37][CH:36]=2)[C:26](=[O:31])[C:27]([F:30])([F:29])[F:28])[CH2:16][CH2:15][N:14](C(OC(C)(C)C)=O)[CH2:13][CH2:12]1, predict the reaction product. (5) Given the reactants ClC1C=CC([C@@H]2CCN(C(OC(C)(C)C)=O)C[C@H]2C(OC)=O)=CC=1.[CH3:25][O:26][C:27]1[CH:53]=[CH:52][C:30]([CH2:31][N:32]2[C:37](=[O:38])[CH2:36][C@@H:35]([C:39]3[CH:44]=[C:43]([F:45])[C:42]([F:46])=[CH:41][C:40]=3[F:47])[C@H:34]([C:48](OC)=[O:49])[CH2:33]2)=[CH:29][CH:28]=1, predict the reaction product. The product is: [OH:49][CH2:48][C@@H:34]1[CH2:33][N:32]([CH2:31][C:30]2[CH:52]=[CH:53][C:27]([O:26][CH3:25])=[CH:28][CH:29]=2)[C:37](=[O:38])[CH2:36][C@H:35]1[C:39]1[CH:44]=[C:43]([F:45])[C:42]([F:46])=[CH:41][C:40]=1[F:47].